Dataset: NCI-60 drug combinations with 297,098 pairs across 59 cell lines. Task: Regression. Given two drug SMILES strings and cell line genomic features, predict the synergy score measuring deviation from expected non-interaction effect. (1) Drug 1: C1=CC(=CC=C1CCC2=CNC3=C2C(=O)NC(=N3)N)C(=O)NC(CCC(=O)O)C(=O)O. Drug 2: CCC1=C2CN3C(=CC4=C(C3=O)COC(=O)C4(CC)O)C2=NC5=C1C=C(C=C5)O. Cell line: SN12C. Synergy scores: CSS=50.3, Synergy_ZIP=-12.8, Synergy_Bliss=-9.66, Synergy_Loewe=-3.78, Synergy_HSA=-4.04. (2) Drug 1: CCC1(CC2CC(C3=C(CCN(C2)C1)C4=CC=CC=C4N3)(C5=C(C=C6C(=C5)C78CCN9C7C(C=CC9)(C(C(C8N6C)(C(=O)OC)O)OC(=O)C)CC)OC)C(=O)OC)O.OS(=O)(=O)O. Drug 2: C1=NC2=C(N1)C(=S)N=CN2. Cell line: UO-31. Synergy scores: CSS=13.3, Synergy_ZIP=6.76, Synergy_Bliss=9.73, Synergy_Loewe=1.87, Synergy_HSA=2.93. (3) Drug 1: C1=CC(=CC=C1C#N)C(C2=CC=C(C=C2)C#N)N3C=NC=N3. Drug 2: CC1C(C(=O)NC(C(=O)N2CCCC2C(=O)N(CC(=O)N(C(C(=O)O1)C(C)C)C)C)C(C)C)NC(=O)C3=C4C(=C(C=C3)C)OC5=C(C(=O)C(=C(C5=N4)C(=O)NC6C(OC(=O)C(N(C(=O)CN(C(=O)C7CCCN7C(=O)C(NC6=O)C(C)C)C)C)C(C)C)C)N)C. Cell line: M14. Synergy scores: CSS=6.90, Synergy_ZIP=-6.63, Synergy_Bliss=-10.1, Synergy_Loewe=-14.0, Synergy_HSA=-7.56. (4) Drug 1: C1C(C(OC1N2C=C(C(=O)NC2=O)F)CO)O. Drug 2: CC1=C(C=C(C=C1)NC(=O)C2=CC=C(C=C2)CN3CCN(CC3)C)NC4=NC=CC(=N4)C5=CN=CC=C5. Cell line: MOLT-4. Synergy scores: CSS=44.7, Synergy_ZIP=-1.64, Synergy_Bliss=-2.78, Synergy_Loewe=-46.1, Synergy_HSA=-2.01. (5) Synergy scores: CSS=35.5, Synergy_ZIP=-4.20, Synergy_Bliss=-3.37, Synergy_Loewe=-3.44, Synergy_HSA=0.0943. Drug 2: CC(C1=C(C=CC(=C1Cl)F)Cl)OC2=C(N=CC(=C2)C3=CN(N=C3)C4CCNCC4)N. Cell line: CAKI-1. Drug 1: CCC1=CC2CC(C3=C(CN(C2)C1)C4=CC=CC=C4N3)(C5=C(C=C6C(=C5)C78CCN9C7C(C=CC9)(C(C(C8N6C)(C(=O)OC)O)OC(=O)C)CC)OC)C(=O)OC.C(C(C(=O)O)O)(C(=O)O)O. (6) Drug 1: C1CC(=O)NC(=O)C1N2C(=O)C3=CC=CC=C3C2=O. Drug 2: CC1C(C(CC(O1)OC2CC(CC3=C2C(=C4C(=C3O)C(=O)C5=CC=CC=C5C4=O)O)(C(=O)C)O)N)O. Cell line: SNB-19. Synergy scores: CSS=34.3, Synergy_ZIP=1.19, Synergy_Bliss=-0.0429, Synergy_Loewe=-41.2, Synergy_HSA=-0.574. (7) Synergy scores: CSS=0.559, Synergy_ZIP=5.83, Synergy_Bliss=-3.45, Synergy_Loewe=-5.71, Synergy_HSA=-5.71. Cell line: SW-620. Drug 2: COC1=C2C(=CC3=C1OC=C3)C=CC(=O)O2. Drug 1: C1=CC=C(C(=C1)C(C2=CC=C(C=C2)Cl)C(Cl)Cl)Cl.